Dataset: Full USPTO retrosynthesis dataset with 1.9M reactions from patents (1976-2016). Task: Predict the reactants needed to synthesize the given product. (1) Given the product [ClH:33].[ClH:59].[ClH:33].[C:30]([C:27]([C:23]1[CH:22]=[C:21]([CH:26]=[CH:25][CH:24]=1)[C:20]([NH:19][C:14]1[CH:15]=[CH:16][C:17]([CH3:18])=[C:12]([O:11][C:6]2[N:5]=[C:4]3[S:3][C:2]([NH:1][C:35](=[O:36])[CH2:34][N:56]4[CH2:57][CH2:58][N:53]([CH2:52][CH2:51][OH:50])[CH2:54][CH2:55]4)=[N:10][C:9]3=[CH:8][CH:7]=2)[CH:13]=1)=[O:32])([CH3:29])[CH3:28])#[N:31], predict the reactants needed to synthesize it. The reactants are: [NH2:1][C:2]1[S:3][C:4]2[C:9]([N:10]=1)=[CH:8][CH:7]=[C:6]([O:11][C:12]1[CH:13]=[C:14]([NH:19][C:20](=[O:32])[C:21]3[CH:26]=[CH:25][CH:24]=[C:23]([C:27]([C:30]#[N:31])([CH3:29])[CH3:28])[CH:22]=3)[CH:15]=[CH:16][C:17]=1[CH3:18])[N:5]=2.[Cl:33][CH2:34][C:35](Cl)=[O:36].C(=O)([O-])O.[Na+].C(N(CC)CC)C.[OH:50][CH2:51][CH2:52][N:53]1[CH2:58][CH2:57][NH:56][CH2:55][CH2:54]1.[ClH:59].C(OCC)(=O)C. (2) The reactants are: C(NC(C)C)(C)C.[Li]CCCC.[N:13]1[CH:18]=[CH:17][CH:16]=[C:15]([CH2:19][C:20]2[CH:21]=[N:22][CH:23]=[CH:24][CH:25]=2)[CH:14]=1.[C:26]([C:28]1[CH:29]=[C:30]([CH:34]=[N:35][S@:36]([C:38]([CH3:41])([CH3:40])[CH3:39])=[O:37])[CH:31]=[CH:32][CH:33]=1)#[N:27]. Given the product [C:26]([C:28]1[CH:29]=[C:30]([CH:34]([NH:35][S:36]([C:38]([CH3:41])([CH3:40])[CH3:39])=[O:37])[CH:19]([C:20]2[CH:21]=[N:22][CH:23]=[CH:24][CH:25]=2)[C:15]2[CH:14]=[N:13][CH:18]=[CH:17][CH:16]=2)[CH:31]=[CH:32][CH:33]=1)#[N:27], predict the reactants needed to synthesize it. (3) Given the product [NH:10]1[C:11]2[C:7](=[CH:6][CH:5]=[C:4]([NH2:1])[CH:12]=2)[CH:8]=[N:9]1, predict the reactants needed to synthesize it. The reactants are: [N+:1]([C:4]1[CH:12]=[C:11]2[C:7]([CH:8]=[N:9][NH:10]2)=[CH:6][CH:5]=1)([O-])=O. (4) Given the product [CH3:6][O:7][C:8](=[O:39])[C:9]1[CH:14]=[C:13]([N:15]([CH2:2][CH:3]2[CH2:5][CH2:4]2)[C:16]2[CH:21]=[CH:20][CH:19]=[CH:18][CH:17]=2)[CH:12]=[C:11]([C:22](=[O:38])[C:23]2[CH:28]=[CH:27][C:26]([N:29]([C:31]3[CH:32]=[CH:33][C:34]([Cl:37])=[CH:35][CH:36]=3)[CH3:30])=[CH:25][N:24]=2)[CH:10]=1, predict the reactants needed to synthesize it. The reactants are: Br[CH2:2][CH:3]1[CH2:5][CH2:4]1.[CH3:6][O:7][C:8](=[O:39])[C:9]1[CH:14]=[C:13]([NH:15][C:16]2[CH:21]=[CH:20][CH:19]=[CH:18][CH:17]=2)[CH:12]=[C:11]([C:22](=[O:38])[C:23]2[CH:28]=[CH:27][C:26]([N:29]([C:31]3[CH:36]=[CH:35][C:34]([Cl:37])=[CH:33][CH:32]=3)[CH3:30])=[CH:25][N:24]=2)[CH:10]=1.[H-].[Na+].Cl. (5) Given the product [C:6]1([CH3:9])[CH:7]=[CH:8][C:3]([C:1](=[NH:10])[CH3:2])=[CH:4][CH:5]=1, predict the reactants needed to synthesize it. The reactants are: [C:1]([C:3]1[CH:8]=[CH:7][C:6]([CH3:9])=[CH:5][CH:4]=1)#[CH:2].[NH3:10]. (6) Given the product [F:16]/[C:17](=[CH:21]\[C:22]1[CH:27]=[CH:26][C:25]([N:28]2[CH:32]=[C:31]([CH3:33])[N:30]=[CH:29]2)=[C:24]([O:34][CH3:35])[CH:23]=1)/[C:18]([NH:36][N:37]1[CH2:42][CH2:41][CH2:40][CH:39]([C:43]2[C:44]([F:51])=[CH:45][C:46]([F:50])=[CH:47][C:48]=2[F:49])[C:38]1=[O:52])=[O:20], predict the reactants needed to synthesize it. The reactants are: C1N(P(Cl)(N2C(=O)OCC2)=O)C(=O)OC1.[F:16]/[C:17](=[CH:21]\[C:22]1[CH:27]=[CH:26][C:25]([N:28]2[CH:32]=[C:31]([CH3:33])[N:30]=[CH:29]2)=[C:24]([O:34][CH3:35])[CH:23]=1)/[C:18]([OH:20])=O.[NH2:36][N:37]1[CH2:42][CH2:41][CH2:40][CH:39]([C:43]2[C:48]([F:49])=[CH:47][C:46]([F:50])=[CH:45][C:44]=2[F:51])[C:38]1=[O:52].C(N(C(C)C)CC)(C)C.O.C(=O)(O)[O-].[Na+]. (7) Given the product [C:43]([OH:50])(=[O:49])/[CH:44]=[CH:45]\[C:46]([OH:48])=[O:47].[C:43]([OH:50])(=[O:49])/[CH:44]=[CH:45]\[C:46]([OH:48])=[O:47].[NH2:4][C:5]1[N:13]=[C:12]([O:14][CH2:15][CH2:16][CH2:17][CH3:18])[N:11]=[C:10]2[C:6]=1[NH:7][C:8](=[O:32])[N:9]2[CH2:19][CH2:20][CH2:21][NH:22][CH2:23][CH2:24][CH2:25][N:26]1[CH2:27][CH2:28][O:29][CH2:30][CH2:31]1, predict the reactants needed to synthesize it. The reactants are: Cl.Cl.Cl.[NH2:4][C:5]1[N:13]=[C:12]([O:14][CH2:15][CH2:16][CH2:17][CH3:18])[N:11]=[C:10]2[C:6]=1[NH:7][C:8](=[O:32])[N:9]2[CH2:19][CH2:20][CH2:21][NH:22][CH2:23][CH2:24][CH2:25][N:26]1[CH2:31][CH2:30][O:29][CH2:28][CH2:27]1.C(=O)([O-])[O-].[Na+].[Na+].C(Cl)(Cl)Cl.[C:43]([OH:50])(=[O:49])/[CH:44]=[CH:45]\[C:46]([OH:48])=[O:47]. (8) The reactants are: [C:1]([NH:4][C@H:5]([C@H:11]1[C@H:15]([NH2:16])[CH2:14][C@H:13]([C:17]([O:19][CH3:20])=[O:18])[C@H:12]1[OH:21])[CH:6]([CH2:9][CH3:10])[CH2:7][CH3:8])(=[O:3])[CH3:2].CCN(CC)CC.[C:29]([O:33][C:34]([NH:36][C:37](=[N:40][C:41]([O:43][C:44]([CH3:47])([CH3:46])[CH3:45])=[O:42])SC)=[O:35])([CH3:32])([CH3:31])[CH3:30]. Given the product [C:1]([NH:4][C@H:5]([C@H:11]1[C@H:15]([NH:16][C:37]([NH:36][C:34]([O:33][C:29]([CH3:32])([CH3:31])[CH3:30])=[O:35])=[N:40][C:41]([O:43][C:44]([CH3:47])([CH3:46])[CH3:45])=[O:42])[CH2:14][C@H:13]([C:17]([O:19][CH3:20])=[O:18])[C@H:12]1[OH:21])[CH:6]([CH2:9][CH3:10])[CH2:7][CH3:8])(=[O:3])[CH3:2], predict the reactants needed to synthesize it.